From a dataset of Catalyst prediction with 721,799 reactions and 888 catalyst types from USPTO. Predict which catalyst facilitates the given reaction. (1) Reactant: Br[CH2:2][C:3]1[CH:4]=[C:5]([C:9]2[O:10][C:11]3[C:17]([C:18]([O:20][CH3:21])=[O:19])=[CH:16][CH:15]=[CH:14][C:12]=3[N:13]=2)[CH:6]=[CH:7][CH:8]=1.[CH3:22][NH:23]C. Product: [CH3:22][NH:23][CH2:2][C:3]1[CH:4]=[C:5]([C:9]2[O:10][C:11]3[C:17]([C:18]([O:20][CH3:21])=[O:19])=[CH:16][CH:15]=[CH:14][C:12]=3[N:13]=2)[CH:6]=[CH:7][CH:8]=1. The catalyst class is: 8. (2) Reactant: [CH3:1][O:2][C:3]1[C:11]2[N:10]=[C:9]([C:12]([F:15])([F:14])[F:13])[NH:8][C:7]=2[CH:6]=[CH:5][CH:4]=1.C1C(=O)N([Br:23])C(=O)C1.C(=O)([O-])O.[Na+]. Product: [Br:23][C:6]1[C:7]2[NH:8][C:9]([C:12]([F:15])([F:13])[F:14])=[N:10][C:11]=2[C:3]([O:2][CH3:1])=[CH:4][CH:5]=1. The catalyst class is: 22.